This data is from Full USPTO retrosynthesis dataset with 1.9M reactions from patents (1976-2016). The task is: Predict the reactants needed to synthesize the given product. (1) Given the product [CH2:1]([C@@:8]1([OH:15])[CH2:13][CH2:12][N:11]([CH2:32][CH2:31][O:30][C:27]2[CH:28]=[CH:29][C:24]([O:23][CH2:16][C:17]3[CH:22]=[CH:21][CH:20]=[CH:19][CH:18]=3)=[CH:25][CH:26]=2)[CH2:10][C@H:9]1[OH:14])[C:2]1[CH:3]=[CH:4][CH:5]=[CH:6][CH:7]=1, predict the reactants needed to synthesize it. The reactants are: [CH2:1]([C@@:8]1([OH:15])[CH2:13][CH2:12][NH:11][CH2:10][C@H:9]1[OH:14])[C:2]1[CH:7]=[CH:6][CH:5]=[CH:4][CH:3]=1.[CH2:16]([O:23][C:24]1[CH:29]=[CH:28][C:27]([O:30][CH2:31][CH2:32]Cl)=[CH:26][CH:25]=1)[C:17]1[CH:22]=[CH:21][CH:20]=[CH:19][CH:18]=1.C([O-])([O-])=O.[K+].[K+].O. (2) Given the product [CH3:18][N:19]([O:20][CH3:21])[C:12](=[O:14])[CH2:11][C:10]([C:6]1[C:5]2[O:1][CH2:2][CH2:3][C:4]=2[CH:9]=[CH:8][CH:7]=1)([CH3:16])[CH3:15], predict the reactants needed to synthesize it. The reactants are: [O:1]1[C:5]2[C:6]([C:10]([CH3:16])([CH3:15])[CH2:11][C:12]([OH:14])=O)=[CH:7][CH:8]=[CH:9][C:4]=2[CH2:3][CH2:2]1.Cl.[CH3:18][NH:19][O:20][CH3:21].Cl. (3) Given the product [C:38]1([S:35]([C:22]([CH3:34])([CH2:23][CH2:24][CH2:25][N:26]2[CH2:31][C:30]([CH3:32])=[C:29]([CH3:33])[CH2:28][CH2:27]2)[CH2:21][OH:20])(=[O:36])=[O:37])[CH:39]=[CH:40][CH:41]=[CH:42][CH:43]=1, predict the reactants needed to synthesize it. The reactants are: [H-].C([Al+]CC(C)C)C(C)C.C1(C)C=CC=CC=1.Cl.C[O:20][C:21](=O)[C:22]([S:35]([C:38]1[CH:43]=[CH:42][CH:41]=[CH:40][CH:39]=1)(=[O:37])=[O:36])([CH3:34])[CH2:23][CH2:24][CH2:25][N:26]1[CH2:31][C:30]([CH3:32])=[C:29]([CH3:33])[CH2:28][CH2:27]1. (4) Given the product [CH3:1][O:2][C:3]1[CH:10]=[C:9]([N+:11]([O-:13])=[O:12])[CH:8]=[CH:7][C:4]=1[CH:5]1[O:27][CH2:26][CH2:25][O:6]1, predict the reactants needed to synthesize it. The reactants are: [CH3:1][O:2][C:3]1[CH:10]=[C:9]([N+:11]([O-:13])=[O:12])[CH:8]=[CH:7][C:4]=1[CH:5]=[O:6].C1(C)C=CC(S(O)(=O)=O)=CC=1.[CH2:25](O)[CH2:26][OH:27]. (5) Given the product [C:1]([O:5][C:6]([N:8]1[CH2:12][C@H:11]([NH:13][C:14]([C:16]2[S:17][C:18]([Cl:21])=[CH:19][CH:20]=2)=[O:15])[CH2:10][C@H:9]1[CH2:22][NH:27][CH2:26][CH:25]([F:28])[F:24])=[O:7])([CH3:2])([CH3:3])[CH3:4], predict the reactants needed to synthesize it. The reactants are: [C:1]([O:5][C:6]([N:8]1[CH2:12][C@H:11]([NH:13][C:14]([C:16]2[S:17][C:18]([Cl:21])=[CH:19][CH:20]=2)=[O:15])[CH2:10][C@H:9]1[CH:22]=O)=[O:7])([CH3:4])([CH3:3])[CH3:2].[F:24][CH:25]([F:28])[CH2:26][NH2:27].[BH3-]C#N.[Na+].O. (6) The reactants are: Br[C:2]1[C:3]2[N:4]([N:9]=[CH:10][N:11]=2)[CH:5]=[C:6]([Cl:8])[CH:7]=1.[O:12]1[CH2:15][CH:14]([N:16]2[CH2:21][CH2:20][N:19]([C:22]3[CH:23]=[CH:24][C:25]([NH2:28])=[N:26][CH:27]=3)[CH2:18][CH2:17]2)[CH2:13]1.C(=O)([O-])[O-].[Cs+].[Cs+].CC1(C)C2C(=C(P(C3C=CC=CC=3)C3C=CC=CC=3)C=CC=2)OC2C(P(C3C=CC=CC=3)C3C=CC=CC=3)=CC=CC1=2. Given the product [Cl:8][C:6]1[CH:7]=[C:2]([NH:28][C:25]2[CH:24]=[CH:23][C:22]([N:19]3[CH2:20][CH2:21][N:16]([CH:14]4[CH2:13][O:12][CH2:15]4)[CH2:17][CH2:18]3)=[CH:27][N:26]=2)[C:3]2[N:4]([N:9]=[CH:10][N:11]=2)[CH:5]=1, predict the reactants needed to synthesize it. (7) Given the product [ClH:32].[CH2:30]([NH:29][C:10]1[C:11]2[C:16](=[CH:15][CH:14]=[C:13]([CH:17]3[C:22]([C:23]#[N:24])=[C:21]([CH3:25])[NH:20][C:19]([CH3:26])=[C:18]3[C:27]#[N:28])[CH:12]=2)[NH:8][N:9]=1)[CH3:31], predict the reactants needed to synthesize it. The reactants are: C(OC([N:8]1[C:16]2[C:11](=[CH:12][C:13]([CH:17]3[C:22]([C:23]#[N:24])=[C:21]([CH3:25])[NH:20][C:19]([CH3:26])=[C:18]3[C:27]#[N:28])=[CH:14][CH:15]=2)[C:10]([NH:29][CH2:30][CH3:31])=[N:9]1)=O)(C)(C)C.[ClH:32]. (8) Given the product [CH2:1]([O:3][C:4](=[O:12])[C:5]1[CH:10]=[CH:9][C:8]([O:11][CH2:14][CH2:13][N:15]([CH2:19][CH3:20])[CH2:16][CH3:17])=[CH:7][CH:6]=1)[CH3:2], predict the reactants needed to synthesize it. The reactants are: [CH2:1]([O:3][C:4](=[O:12])[C:5]1[CH:10]=[CH:9][C:8]([OH:11])=[CH:7][CH:6]=1)[CH3:2].[CH2:13]([N:15]([CH2:19][CH3:20])[CH2:16][CH2:17]Cl)[CH3:14]. (9) Given the product [CH3:1][N:2]([CH2:22][C@@H:23]1[C:26]2[CH:27]=[C:28]([O:33][CH3:34])[C:29]([O:31][CH3:32])=[CH:30][C:25]=2[CH2:24]1)[CH2:3][CH2:4][CH2:5][N:6]1[C:16](=[O:17])[CH2:15][C:14]2[C:9](=[CH:10][C:11]([O:20][CH3:21])=[C:12]([O:18][CH3:19])[CH:13]=2)[CH2:8][CH2:7]1.[ClH:35], predict the reactants needed to synthesize it. The reactants are: [CH3:1][N:2]([CH2:22][C@@H:23]1[C:26]2[CH:27]=[C:28]([O:33][CH3:34])[C:29]([O:31][CH3:32])=[CH:30][C:25]=2[CH2:24]1)[CH2:3][CH2:4][CH2:5][N:6]1[C:16](=[O:17])[CH2:15][C:14]2[C:9](=[CH:10][C:11]([O:20][CH3:21])=[C:12]([O:18][CH3:19])[CH:13]=2)[CH2:8][CH2:7]1.[ClH:35].